From a dataset of CYP1A2 inhibition data for predicting drug metabolism from PubChem BioAssay. Regression/Classification. Given a drug SMILES string, predict its absorption, distribution, metabolism, or excretion properties. Task type varies by dataset: regression for continuous measurements (e.g., permeability, clearance, half-life) or binary classification for categorical outcomes (e.g., BBB penetration, CYP inhibition). Dataset: cyp1a2_veith. The compound is C[C@@H]1CN2[C@@H](CC[C@@H](C)[C@H]2c2ccc(Br)cc2)C(=O)O1. The result is 0 (non-inhibitor).